Dataset: Full USPTO retrosynthesis dataset with 1.9M reactions from patents (1976-2016). Task: Predict the reactants needed to synthesize the given product. (1) Given the product [CH3:25][N:23]([CH3:24])[C:21]([C@@H:20]([NH:19][C:15]([C:7]1[CH:6]=[CH:5][C:4]([CH:1]2[CH2:2][CH2:3]2)=[C:9]([O:10][CH2:11][CH:12]2[CH2:13][CH2:14]2)[N:8]=1)=[O:17])[CH2:26][CH:27]([CH3:28])[CH3:29])=[O:22], predict the reactants needed to synthesize it. The reactants are: [CH:1]1([C:4]2[CH:5]=[CH:6][C:7]([C:15]([OH:17])=O)=[N:8][C:9]=2[O:10][CH2:11][CH:12]2[CH2:14][CH2:13]2)[CH2:3][CH2:2]1.Cl.[NH2:19][C@@H:20]([CH2:26][CH:27]([CH3:29])[CH3:28])[C:21]([N:23]([CH3:25])[CH3:24])=[O:22]. (2) Given the product [OH:22][CH2:20][CH2:21][O:1][C:2]1[CH:11]=[C:10]2[C:5]([CH:6]=[CH:7][C:8](=[O:12])[O:9]2)=[CH:4][CH:3]=1, predict the reactants needed to synthesize it. The reactants are: [OH:1][C:2]1[CH:11]=[C:10]2[C:5]([CH:6]=[CH:7][C:8](=[O:12])[O:9]2)=[CH:4][CH:3]=1.C([O-])([O-])=O.[K+].[K+].Cl[CH:20]([OH:22])[CH3:21]. (3) The reactants are: [OH:1][CH2:2][CH2:3][NH:4][C:5](=[O:11])[O:6][C:7]([CH3:10])([CH3:9])[CH3:8].[H-].[Na+].Cl[C:15]1[CH:20]=[CH:19][C:18]([C:21]([F:24])([F:23])[F:22])=[CH:17][N:16]=1. Given the product [C:7]([O:6][C:5](=[O:11])[NH:4][CH2:3][CH2:2][O:1][C:15]1[CH:20]=[CH:19][C:18]([C:21]([F:24])([F:23])[F:22])=[CH:17][N:16]=1)([CH3:8])([CH3:10])[CH3:9], predict the reactants needed to synthesize it.